This data is from Full USPTO retrosynthesis dataset with 1.9M reactions from patents (1976-2016). The task is: Predict the reactants needed to synthesize the given product. The reactants are: [C:1]([CH2:4][CH2:5][CH2:6][C:7]1[CH:15]=[CH:14][CH:13]=[CH:12][C:8]=1[C:9]([OH:11])=[O:10])([OH:3])=O.CCN(C(C)C)C(C)C.CN(C(ON1N=NC2C=CC=NC1=2)=[N+](C)C)C.F[P-](F)(F)(F)(F)F.[CH2:49]([O:51][C:52](=[O:64])[C@H:53]([OH:63])[C@H:54]([NH2:62])[CH2:55][C:56]1[CH:61]=[CH:60][CH:59]=[CH:58][CH:57]=1)[CH3:50]. Given the product [CH2:55]([C@@H:54]([NH:62][C:1]([CH2:4][CH2:5][CH2:6][C:7]1[CH:15]=[CH:14][CH:13]=[CH:12][C:8]=1[C:9]([OH:11])=[O:10])=[O:3])[C@H:53]([C:52]([O:51][CH2:49][CH3:50])=[O:64])[OH:63])[C:56]1[CH:61]=[CH:60][CH:59]=[CH:58][CH:57]=1, predict the reactants needed to synthesize it.